Dataset: NCI-60 drug combinations with 297,098 pairs across 59 cell lines. Task: Regression. Given two drug SMILES strings and cell line genomic features, predict the synergy score measuring deviation from expected non-interaction effect. (1) Drug 1: COC1=C(C=C2C(=C1)N=CN=C2NC3=CC(=C(C=C3)F)Cl)OCCCN4CCOCC4. Drug 2: CC12CCC3C(C1CCC2=O)CC(=C)C4=CC(=O)C=CC34C. Cell line: MDA-MB-231. Synergy scores: CSS=22.2, Synergy_ZIP=-1.26, Synergy_Bliss=-0.640, Synergy_Loewe=-0.625, Synergy_HSA=1.22. (2) Drug 1: CC1CCC2CC(C(=CC=CC=CC(CC(C(=O)C(C(C(=CC(C(=O)CC(OC(=O)C3CCCCN3C(=O)C(=O)C1(O2)O)C(C)CC4CCC(C(C4)OC)OCCO)C)C)O)OC)C)C)C)OC. Drug 2: CCN(CC)CCCC(C)NC1=C2C=C(C=CC2=NC3=C1C=CC(=C3)Cl)OC. Cell line: HCT-15. Synergy scores: CSS=20.0, Synergy_ZIP=2.37, Synergy_Bliss=2.89, Synergy_Loewe=-0.539, Synergy_HSA=-1.03. (3) Drug 1: C1=NC2=C(N=C(N=C2N1C3C(C(C(O3)CO)O)F)Cl)N. Drug 2: CC1=C2C(C(=O)C3(C(CC4C(C3C(C(C2(C)C)(CC1OC(=O)C(C(C5=CC=CC=C5)NC(=O)OC(C)(C)C)O)O)OC(=O)C6=CC=CC=C6)(CO4)OC(=O)C)O)C)O. Cell line: U251. Synergy scores: CSS=6.27, Synergy_ZIP=1.05, Synergy_Bliss=6.02, Synergy_Loewe=3.15, Synergy_HSA=4.55.